This data is from Full USPTO retrosynthesis dataset with 1.9M reactions from patents (1976-2016). The task is: Predict the reactants needed to synthesize the given product. (1) Given the product [CH2:1]([C:3]1[CH:4]=[CH:5][C:6]([O:13][S:22]([C:25]([F:28])([F:27])[F:26])(=[O:23])=[O:21])=[C:7]([CH:12]=1)[C:8]([O:10][CH3:11])=[O:9])[CH3:2], predict the reactants needed to synthesize it. The reactants are: [CH2:1]([C:3]1[CH:4]=[CH:5][C:6]([OH:13])=[C:7]([CH:12]=1)[C:8]([O:10][CH3:11])=[O:9])[CH3:2].CCN(CC)CC.[O:21](S(C(F)(F)F)(=O)=O)[S:22]([C:25]([F:28])([F:27])[F:26])(=O)=[O:23]. (2) Given the product [CH3:14][N:15]([CH3:19])[CH2:16][CH2:17][NH:18][S:10]([C:6]1[CH:7]=[CH:8][CH:9]=[C:4]([N+:1]([O-:3])=[O:2])[CH:5]=1)(=[O:12])=[O:11], predict the reactants needed to synthesize it. The reactants are: [N+:1]([C:4]1[CH:5]=[C:6]([S:10](Cl)(=[O:12])=[O:11])[CH:7]=[CH:8][CH:9]=1)([O-:3])=[O:2].[CH3:14][N:15]([CH3:19])[CH2:16][CH2:17][NH2:18].C(N(CC)CC)C. (3) Given the product [CH3:1][N:2]1[C:6]([CH:7]=[N:11][OH:12])=[CH:5][C:4]([CH3:9])=[N:3]1, predict the reactants needed to synthesize it. The reactants are: [CH3:1][N:2]1[C:6]([CH:7]=O)=[CH:5][C:4]([CH3:9])=[N:3]1.Cl.[NH2:11][OH:12].C(=O)([O-])[O-].[K+].[K+]. (4) Given the product [F:1][C:2]1[CH:26]=[CH:25][C:5]([C:6]([NH:8][C@H:9]([C:17]([N:19]2[CH2:24][CH2:23][O:22][CH2:21][CH2:20]2)=[O:18])[CH2:10][CH2:11][CH2:12][C:13]([OH:15])=[O:14])=[O:7])=[CH:4][CH:3]=1, predict the reactants needed to synthesize it. The reactants are: [F:1][C:2]1[CH:26]=[CH:25][C:5]([C:6]([NH:8][C@H:9]([C:17]([N:19]2[CH2:24][CH2:23][O:22][CH2:21][CH2:20]2)=[O:18])[CH2:10][CH2:11][CH2:12][C:13]([O:15]C)=[O:14])=[O:7])=[CH:4][CH:3]=1.[Li+].[OH-]. (5) Given the product [CH3:1][O:2][C:3]1[CH:4]=[C:5]([CH:23]2[CH2:28][CH2:27][N:26]([C:29]([O:31][C:32]([CH3:35])([CH3:34])[CH3:33])=[O:30])[CH2:25][CH2:24]2)[CH:6]=[CH:7][C:8]=1[NH:9][C:10]1[C:15]2[C:16](=[O:20])[NH:17][N:18]=[CH:19][C:14]=2[N:13]=[C:12]([CH2:21][CH2:22][N:40]2[CH2:45][CH2:44][O:43][CH2:42][CH2:41]2)[CH:11]=1, predict the reactants needed to synthesize it. The reactants are: [CH3:1][O:2][C:3]1[CH:4]=[C:5]([CH:23]2[CH2:28][CH2:27][N:26]([C:29]([O:31][C:32]([CH3:35])([CH3:34])[CH3:33])=[O:30])[CH2:25][CH2:24]2)[CH:6]=[CH:7][C:8]=1[NH:9][C:10]1[C:15]2[C:16](=[O:20])[NH:17][N:18]=[CH:19][C:14]=2[N:13]=[C:12]([CH:21]=[CH2:22])[CH:11]=1.C(O)(=O)C.[NH:40]1[CH2:45][CH2:44][O:43][CH2:42][CH2:41]1.